Dataset: Full USPTO retrosynthesis dataset with 1.9M reactions from patents (1976-2016). Task: Predict the reactants needed to synthesize the given product. (1) Given the product [F:1][C:2]1[CH:3]=[C:4]([NH:5][C:20]2[CH:25]=[C:24]([C:26]([F:29])([F:27])[F:28])[N:23]=[C:22]([NH2:30])[N:21]=2)[CH:6]=[CH:7][C:8]=1[CH2:9][C:10]1[CH:15]=[CH:14][N:13]=[C:12]2[NH:16][CH:17]=[CH:18][C:11]=12, predict the reactants needed to synthesize it. The reactants are: [F:1][C:2]1[CH:3]=[C:4]([CH:6]=[CH:7][C:8]=1[CH2:9][C:10]1[CH:15]=[CH:14][N:13]=[C:12]2[NH:16][CH:17]=[CH:18][C:11]=12)[NH2:5].Cl[C:20]1[CH:25]=[C:24]([C:26]([F:29])([F:28])[F:27])[N:23]=[C:22]([NH2:30])[N:21]=1.[OH-].[Na+].CO. (2) Given the product [C:6]([C@@H:5]([CH2:1][CH:2]([CH3:4])[CH3:3])[CH2:35][C:36]([OH:38])=[O:37])#[N:7], predict the reactants needed to synthesize it. The reactants are: [CH2:1]([CH:5](CC#N)[C:6]#[N:7])[CH:2]([CH3:4])[CH3:3].P([O-])([O-])([O-])=O.[K+].[K+].[K+].C(N([CH2:35][C:36]([OH:38])=[O:37])[CH2:35][C:36]([OH:38])=[O:37])CN([CH2:35][C:36]([OH:38])=[O:37])[CH2:35][C:36]([OH:38])=[O:37].SC[C@H]([C@@H](CS)O)O. (3) Given the product [CH2:1]([O:3][C:4]1[C:5]([C:10]([F:17])([F:16])[C:11]([OH:13])=[O:12])=[N:6][CH:7]=[CH:8][CH:9]=1)[CH3:2], predict the reactants needed to synthesize it. The reactants are: [CH2:1]([O:3][C:4]1[C:5]([C:10]([F:17])([F:16])[C:11]([O:13]CC)=[O:12])=[N:6][CH:7]=[CH:8][CH:9]=1)[CH3:2].O1CCCC1.O.O.[OH-].[Li+]. (4) The reactants are: [NH2:1][C:2]1[CH:7]=[CH:6][CH:5]=[CH:4][C:3]=1[C:8](=[O:19])[CH:9]=[CH:10][C:11]1[CH:18]=[CH:17][C:14]([C:15]#[N:16])=[CH:13][CH:12]=1.C(O)(=O)C.P(=O)(O)(O)O. Given the product [O:19]=[C:8]1[C:3]2[C:2](=[CH:7][CH:6]=[CH:5][CH:4]=2)[NH:1][CH:10]([C:11]2[CH:12]=[CH:13][C:14]([C:15]#[N:16])=[CH:17][CH:18]=2)[CH2:9]1, predict the reactants needed to synthesize it. (5) Given the product [CH3:13][C:5]1[N:4]([CH2:3][CH2:2][N:19]2[CH:18]=[C:17]([N+:14]([O-:16])=[O:15])[CH:21]=[N:20]2)[C:8]2[CH:9]=[CH:10][CH:11]=[CH:12][C:7]=2[N:6]=1, predict the reactants needed to synthesize it. The reactants are: Cl[CH2:2][CH2:3][N:4]1[C:8]2[CH:9]=[CH:10][CH:11]=[CH:12][C:7]=2[N:6]=[C:5]1[CH3:13].[N+:14]([C:17]1[CH:18]=[N:19][NH:20][CH:21]=1)([O-:16])=[O:15].C([O-])([O-])=O.[Cs+].[Cs+]. (6) Given the product [CH2:1]([O:3][C:4](=[O:40])[CH2:5][CH2:6][CH2:7][CH2:8][CH2:9][N:10]1[CH2:11][CH2:12][N:13]([C:16](=[O:39])[C:17]2[CH:22]=[CH:21][CH:20]=[C:19]([C@@H:23]([N:31]3[CH2:36][C@@H:35]([CH3:37])[N:34]([CH2:44][CH:41]4[CH2:43][CH2:42]4)[CH2:33][C@@H:32]3[CH3:38])[C:24]3[CH:29]=[CH:28][CH:27]=[C:26]([OH:30])[CH:25]=3)[CH:18]=2)[CH2:14][CH2:15]1)[CH3:2], predict the reactants needed to synthesize it. The reactants are: [CH2:1]([O:3][C:4](=[O:40])[CH2:5][CH2:6][CH2:7][CH2:8][CH2:9][N:10]1[CH2:15][CH2:14][N:13]([C:16](=[O:39])[C:17]2[CH:22]=[CH:21][CH:20]=[C:19]([C@@H:23]([N:31]3[CH2:36][C@@H:35]([CH3:37])[NH:34][CH2:33][C@@H:32]3[CH3:38])[C:24]3[CH:29]=[CH:28][CH:27]=[C:26]([OH:30])[CH:25]=3)[CH:18]=2)[CH2:12][CH2:11]1)[CH3:2].[CH:41]1([CH:44]=O)[CH2:43][CH2:42]1.